From a dataset of Full USPTO retrosynthesis dataset with 1.9M reactions from patents (1976-2016). Predict the reactants needed to synthesize the given product. (1) Given the product [Br:1][C:2]1[CH:7]=[CH:6][CH:5]=[CH:4][C:3]=1[NH:8][C:9](=[O:41])[CH2:10][CH:11]1[NH:12][CH2:13][CH2:14][N:15]([C:17]([O:19][C:20]([CH3:22])([CH3:21])[CH3:23])=[O:18])[CH2:16]1, predict the reactants needed to synthesize it. The reactants are: [Br:1][C:2]1[CH:7]=[CH:6][CH:5]=[CH:4][C:3]=1[NH:8][C:9](=[O:41])[CH2:10][CH:11]1[CH2:16][N:15]([C:17]([O:19][C:20]([CH3:23])([CH3:22])[CH3:21])=[O:18])[CH2:14][CH2:13][N:12]1C(OCC1C2C=CC=CC=2C2C1=CC=CC=2)=O.N1CCNCC1.CO. (2) The reactants are: C(N(CC)C(C)C)(C)C.Br.Br.[CH3:12][C:13]1([NH2:18])[CH2:15][C:14]1([CH3:17])[NH2:16].[F:19][C:20]1[CH:41]=[CH:40][CH:39]=[C:38]([F:42])[C:21]=1[CH2:22][O:23][C:24]1[C:25]2[N:26]([C:31]([C:35](O)=[O:36])=[C:32]([CH3:34])[N:33]=2)[CH:27]=[C:28]([CH3:30])[CH:29]=1.CN(C(ON1N=NC2C=CC=NC1=2)=[N+](C)C)C.F[P-](F)(F)(F)(F)F.C(O)(C(F)(F)F)=O. Given the product [NH2:16][C:14]1([CH3:17])[CH2:15][C:13]1([NH:18][C:35]([C:31]1[N:26]2[CH:27]=[C:28]([CH3:30])[CH:29]=[C:24]([O:23][CH2:22][C:21]3[C:38]([F:42])=[CH:39][CH:40]=[CH:41][C:20]=3[F:19])[C:25]2=[N:33][C:32]=1[CH3:34])=[O:36])[CH3:12], predict the reactants needed to synthesize it. (3) Given the product [NH2:8][C:6]1[N:5]=[C:4]2[C:3]([NH:21][C:22](=[O:25])[N:9]2[CH2:10][C:11]2[CH:12]=[CH:13][C:14]([O:17][CH3:18])=[C:15]([O:30][CH3:29])[CH:16]=2)=[C:2]([Cl:1])[N:7]=1, predict the reactants needed to synthesize it. The reactants are: [Cl:1][C:2]1[N:7]=[C:6]([NH2:8])[N:5]=[C:4]([NH:9][CH2:10][C:11]2[CH:16]=[CH:15][C:14]([O:17][CH3:18])=[CH:13][C:12]=2OC)[C:3]=1[NH2:21].[C:22](=[O:25])([O-])[O-].[K+].[K+].Cl[C:29](OC1C=CC([N+]([O-])=O)=CC=1)=[O:30]. (4) The reactants are: [N:1]1[C:10]2[C:5](=[CH:6][C:7]([CH:11]([CH3:16])[C:12]([O:14]C)=[O:13])=[CH:8][CH:9]=2)[CH:4]=[CH:3][CH:2]=1.CO.[OH-].[Na+].Cl. Given the product [N:1]1[C:10]2[C:5](=[CH:6][C:7]([CH:11]([CH3:16])[C:12]([OH:14])=[O:13])=[CH:8][CH:9]=2)[CH:4]=[CH:3][CH:2]=1, predict the reactants needed to synthesize it. (5) The reactants are: [C:1]([O-:8])(=[O:7])[CH2:2][CH2:3][C:4]([O-:6])=[O:5].C1N=C(N)C2N=CN([C@@H:37]3[O:38][C@H:34]([CH2:33][O:32]P(OP([O:32][CH2:33][C@H:34]4[O:38][C@@H:37](N5C=C(C(N)=O)CC=C5)[C@H:36]([OH:48])[C@@H:35]4[OH:49])(O)=O)(O)=O)[C@@H:35]([OH:49])[C@H:36]3[O:48]P(O)(O)=O)C=2N=1.C1N=C(N)C2N=CN([C@@H]3[O:70][C@H](COP(OP(OC[C@H]4O[C@@H](N5C=C(C(N)=O)CC=C5)[C@H](O)[C@@H]4O)(O)=O)(O)=O)[C@@H](O)[C@H]3O)C=2N=1. Given the product [O:5]=[CH:4][C@@H:37]([C@H:36]([C@@H:35]([C@@H:34]([CH2:33][OH:32])[OH:38])[OH:49])[OH:48])[OH:70].[C:1]([O-:8])(=[O:7])[CH2:2][CH2:3][C:4]([O-:6])=[O:5], predict the reactants needed to synthesize it. (6) The reactants are: Br[C:2]1[N:7]=[C:6]([C@@H:8]([NH:18][C:19]([O:21][C:22]([CH3:25])([CH3:24])[CH3:23])=[O:20])[CH2:9][C:10]2[CH:15]=[C:14]([F:16])[CH:13]=[C:12]([F:17])[CH:11]=2)[C:5]([B:26]([OH:28])[OH:27])=[CH:4][CH:3]=1.[CH3:29][C:30]([OH:34])([C:32]#[CH:33])[CH3:31].C(N(CC)CC)C. Given the product [C:22]([O:21][C:19]([NH:18][C@H:8]([C:6]1[C:5]([B:26]([OH:28])[OH:27])=[CH:4][CH:3]=[C:2]([C:33]#[C:32][C:30]([OH:34])([CH3:31])[CH3:29])[N:7]=1)[CH2:9][C:10]1[CH:15]=[C:14]([F:16])[CH:13]=[C:12]([F:17])[CH:11]=1)=[O:20])([CH3:25])([CH3:24])[CH3:23], predict the reactants needed to synthesize it.